This data is from Reaction yield outcomes from USPTO patents with 853,638 reactions. The task is: Predict the reaction yield, written as a fraction of the theoretical maximum amount of product (1.0 means a 100% yield; for example, 0.34 means a 34% yield). (1) The reactants are [H-].[H-].[H-].[H-].[Li+].[Al+3].[Br:7][C:8]1[C:9]([F:17])=[C:10]([C:13]([Cl:16])=[CH:14][CH:15]=1)[CH:11]=[O:12].O.Cl. The catalyst is C1COCC1. The product is [Br:7][C:8]1[C:9]([F:17])=[C:10]([CH2:11][OH:12])[C:13]([Cl:16])=[CH:14][CH:15]=1. The yield is 0.940. (2) The reactants are [I:1][C:2]1[N:3]=[C:4]([C@@H:8]2[CH2:12][CH2:11][CH2:10][N:9]2[C:13]([O:15][C:16]([CH3:19])([CH3:18])[CH3:17])=[O:14])[NH:5][C:6]=1I.[Li]CCCC.Cl. The catalyst is C1COCC1. The product is [I:1][C:2]1[NH:3][C:4]([C@@H:8]2[CH2:12][CH2:11][CH2:10][N:9]2[C:13]([O:15][C:16]([CH3:19])([CH3:18])[CH3:17])=[O:14])=[N:5][CH:6]=1. The yield is 0.600. (3) The reactants are Br[C:2]1[S:10][C:9]2[C:4](=[N:5][CH:6]=[CH:7][C:8]=2[O:11][C:12]2[CH:17]=[CH:16][C:15]([N+:18]([O-:20])=[O:19])=[CH:14][C:13]=2[F:21])[CH:3]=1.CC1(C)C(C)(C)OB([C:30]2[CH:35]=[CH:34][C:33]([S:36]([CH3:39])(=[O:38])=[O:37])=[CH:32][CH:31]=2)O1.[F-].[Cs+].C([O-])(O)=O.[Na+]. The yield is 0.180. The product is [F:21][C:13]1[CH:14]=[C:15]([N+:18]([O-:20])=[O:19])[CH:16]=[CH:17][C:12]=1[O:11][C:8]1[CH:7]=[CH:6][N:5]=[C:4]2[CH:3]=[C:2]([C:30]3[CH:35]=[CH:34][C:33]([S:36]([CH3:39])(=[O:38])=[O:37])=[CH:32][CH:31]=3)[S:10][C:9]=12. The catalyst is COCCOC.O.C1C=CC([P]([Pd]([P](C2C=CC=CC=2)(C2C=CC=CC=2)C2C=CC=CC=2)([P](C2C=CC=CC=2)(C2C=CC=CC=2)C2C=CC=CC=2)[P](C2C=CC=CC=2)(C2C=CC=CC=2)C2C=CC=CC=2)(C2C=CC=CC=2)C2C=CC=CC=2)=CC=1. (4) The product is [CH3:19][O:20][CH:21]1[CH2:26][CH2:25][N:24]([C:16]([C:14]2[S:15][C:11]([C:3]3[C:2]([CH3:1])=[C:6]([C:7]([F:8])([F:9])[F:10])[O:5][N:4]=3)=[CH:12][CH:13]=2)=[O:18])[CH2:23][CH2:22]1. The reactants are [CH3:1][C:2]1[C:3]([C:11]2[S:15][C:14]([C:16]([OH:18])=O)=[CH:13][CH:12]=2)=[N:4][O:5][C:6]=1[C:7]([F:10])([F:9])[F:8].[CH3:19][O:20][CH:21]1[CH2:26][CH2:25][NH:24][CH2:23][CH2:22]1. The yield is 0.810. No catalyst specified. (5) The reactants are [CH3:1][C:2]1[C:7]([N+:8]([O-])=O)=[CH:6][N:5]=[C:4]([N:11]2[CH2:15][CH2:14][CH2:13][CH2:12]2)[CH:3]=1. The catalyst is [Pd].O1CCCC1. The product is [CH3:1][C:2]1[CH:3]=[C:4]([N:11]2[CH2:15][CH2:14][CH2:13][CH2:12]2)[N:5]=[CH:6][C:7]=1[NH2:8]. The yield is 0.990. (6) The yield is 0.880. The catalyst is C1COCC1. The reactants are [F:1][C:2]([F:14])([F:13])[C:3]1[N:8]=[C:7]([CH3:9])[C:6]([C:10](Cl)=[O:11])=[CH:5][CH:4]=1.[Cl:15][C:16]1[CH:22]=[CH:21][C:19]([NH2:20])=[CH:18][C:17]=1[C:23]1[CH:28]=[CH:27][CH:26]=[CH:25][N:24]=1.CCOC(C)=O. The product is [Cl:15][C:16]1[CH:22]=[CH:21][C:19]([NH:20][C:10]([C:6]2[C:7]([CH3:9])=[N:8][C:3]([C:2]([F:14])([F:13])[F:1])=[CH:4][CH:5]=2)=[O:11])=[CH:18][C:17]=1[C:23]1[CH:28]=[CH:27][CH:26]=[CH:25][N:24]=1. (7) The reactants are [CH:1]1([CH2:4][N:5]2[C:9](=[O:10])[C:8]3=[CH:11][C:12]([N+:15]([O-])=O)=[CH:13][CH:14]=[C:7]3[C:6]2=[O:18])[CH2:3][CH2:2]1.S(S([O-])=O)([O-])=O.[Na+].[Na+].C(=O)([O-])[O-].[Na+].[Na+]. The catalyst is CO.O. The product is [CH:1]1([CH2:4][N:5]2[C:9](=[O:10])[C:8]3=[CH:11][C:12]([NH2:15])=[CH:13][CH:14]=[C:7]3[C:6]2=[O:18])[CH2:2][CH2:3]1. The yield is 0.490. (8) The reactants are [F:1][C:2]1[C:3]([OH:10])=[C:4]([CH:7]=[CH:8][CH:9]=1)[CH:5]=O.C(=O)([O-])[O-].[K+].[K+].Br[CH2:18][C:19]([O:21][CH2:22][CH3:23])=[O:20]. The catalyst is CN(C)C=O.O. The product is [F:1][C:2]1[C:3]2[O:10][C:18]([C:19]([O:21][CH2:22][CH3:23])=[O:20])=[CH:5][C:4]=2[CH:7]=[CH:8][CH:9]=1. The yield is 0.520. (9) The reactants are [NH:1]1[CH:5]=[CH:4][CH:3]=[N:2]1.[OH-].[Na+].CN(C)C=O.F[C:14]1[CH:21]=[CH:20][C:17]([C:18]#[N:19])=[CH:16][CH:15]=1. The catalyst is O. The product is [N:1]1([C:14]2[CH:21]=[CH:20][C:17]([C:18]#[N:19])=[CH:16][CH:15]=2)[CH:5]=[CH:4][CH:3]=[N:2]1. The yield is 0.620.